Dataset: Reaction yield outcomes from USPTO patents with 853,638 reactions. Task: Predict the reaction yield, written as a fraction of the theoretical maximum amount of product (1.0 means a 100% yield; for example, 0.34 means a 34% yield). (1) The reactants are Cl.[Cl:2][C:3]1[CH:8]=[CH:7][C:6]([C:9]2([C:13]3[C:22]4[C:17](=[CH:18][CH:19]=[C:20]([O:23][CH2:24][CH2:25][NH:26]C(=O)OC(C)(C)C)[CH:21]=4)[CH2:16][CH2:15][N:14]=3)[CH2:12][CH2:11][CH2:10]2)=[CH:5][CH:4]=1. The catalyst is ClCCl. The product is [Cl:2][C:3]1[CH:8]=[CH:7][C:6]([C:9]2([C:13]3[C:22]4[C:17](=[CH:18][CH:19]=[C:20]([O:23][CH2:24][CH2:25][NH2:26])[CH:21]=4)[CH2:16][CH2:15][N:14]=3)[CH2:12][CH2:11][CH2:10]2)=[CH:5][CH:4]=1. The yield is 0.780. (2) The catalyst is C1COCC1.CN(C=O)C.O.CCOC(C)=O. The product is [C:16]1([CH2:15][N:4]2[C:5](=[O:6])[C:7]3[C:12](=[CH:11][CH:10]=[CH:9][CH:8]=3)[S:1]2(=[O:2])=[O:3])[CH:21]=[CH:20][CH:19]=[CH:18][CH:17]=1. The reactants are [S:1]1([C:12]2[C:7](=[CH:8][CH:9]=[CH:10][CH:11]=2)[C:5](=[O:6])[NH:4]1)(=[O:3])=[O:2].[H-].[Na+].[CH2:15](Br)[C:16]1[CH:21]=[CH:20][CH:19]=[CH:18][CH:17]=1. The yield is 0.660. (3) The reactants are [Si]([O:8][CH2:9][C:10]1[CH:15]=[CH:14][CH:13]=[C:12]([CH2:16][O:17][Si](C(C)(C)C)(C)C)[C:11]=1[NH:25][C:26](=[O:44])[O:27][CH2:28][C:29]1[CH:34]=[CH:33][C:32]([B:35]2[O:39][C:38]([CH3:41])([CH3:40])[C:37]([CH3:43])([CH3:42])[O:36]2)=[CH:31][CH:30]=1)(C(C)(C)C)(C)C. The catalyst is C(O)(C(F)(F)F)=O.C(Cl)Cl. The product is [OH:17][CH2:16][C:12]1[CH:13]=[CH:14][CH:15]=[C:10]([CH2:9][OH:8])[C:11]=1[NH:25][C:26](=[O:44])[O:27][CH2:28][C:29]1[CH:34]=[CH:33][C:32]([B:35]2[O:36][C:37]([CH3:42])([CH3:43])[C:38]([CH3:41])([CH3:40])[O:39]2)=[CH:31][CH:30]=1. The yield is 0.770. (4) The reactants are [C:1]([O:5][CH:6]([CH3:8])[CH3:7])(=[O:4])[C:2]#[CH:3].[Na+].[I-:10]. The catalyst is CC(O)=O. The product is [I:10]/[CH:3]=[CH:2]\[C:1]([O:5][CH:6]([CH3:8])[CH3:7])=[O:4]. The yield is 0.835.